From a dataset of Peptide-MHC class II binding affinity with 134,281 pairs from IEDB. Regression. Given a peptide amino acid sequence and an MHC pseudo amino acid sequence, predict their binding affinity value. This is MHC class II binding data. The peptide sequence is MSLLTEVETYVLSIVPSGPL. The MHC is DRB1_0401 with pseudo-sequence DRB1_0401. The binding affinity (normalized) is 0.638.